From a dataset of Retrosynthesis with 50K atom-mapped reactions and 10 reaction types from USPTO. Predict the reactants needed to synthesize the given product. (1) Given the product CCOC(=O)c1cn(-c2ccc3c(c2)[nH]c(=O)n3C)c(=O)n(Cc2cccc(C(F)(F)F)c2Cl)c1=O, predict the reactants needed to synthesize it. The reactants are: CCOC(=O)c1cn(-c2ccc3c(c2)[nH]c(=O)n3C)c(=O)[nH]c1=O.FC(F)(F)c1cccc(CBr)c1Cl. (2) Given the product Fc1cccc(CNc2cc(-c3ccnc4[nH]c(C5CCNCC5)cc34)c(Cl)cn2)c1, predict the reactants needed to synthesize it. The reactants are: CC(C)(C)OC(=O)N1CCC(c2cc3c(-c4cc(NCc5cccc(F)c5)ncc4Cl)ccnc3[nH]2)CC1. (3) Given the product COc1cccc(Oc2nc3ccccc3n2-c2cc(C)nc(N)n2)c1, predict the reactants needed to synthesize it. The reactants are: COc1cccc(Oc2nc3ccccc3n2-c2cc(C)nc(Cl)n2)c1.[NH4+]. (4) The reactants are: Clc1ccc(CSc2nsc(Cl)n2)cc1.OCc1ccccc1. Given the product Clc1ccc(CSc2nsc(OCc3ccccc3)n2)cc1, predict the reactants needed to synthesize it. (5) Given the product CC1(C)C=Cc2c(N)ccc(C#N)c2O1, predict the reactants needed to synthesize it. The reactants are: CC1(C)C=Cc2c([N+](=O)[O-])ccc(C#N)c2O1.